Binary Classification. Given a drug SMILES string, predict its activity (active/inactive) in a high-throughput screening assay against a specified biological target. From a dataset of HIV replication inhibition screening data with 41,000+ compounds from the AIDS Antiviral Screen. (1) The compound is O=C(SC1=NCCS1)SC1=NCCS1. The result is 0 (inactive). (2) The molecule is CCCCCCCCCCCCCCCCOP(=O)(O)OP(=O)(O)OCC1OC(n2ccc(=N)[nH]c2=O)C(O)C1O.[NaH]. The result is 0 (inactive). (3) The drug is O=c1cc(N2CCNCC2)nc2ccccn12. The result is 0 (inactive). (4) The molecule is CCOC(=N)COC(=O)c1ccccc1. The result is 0 (inactive). (5) The compound is O=CC(NC(=O)N(CCCl)N=O)C(O)C(O)C(O)CO. The result is 0 (inactive). (6) The drug is CCOC(=O)c1c(C)nn2c1ccc1ccccc12. The result is 0 (inactive). (7) The molecule is O=[N+]([O-])c1nc[nH]c1S. The result is 0 (inactive).